Dataset: Full USPTO retrosynthesis dataset with 1.9M reactions from patents (1976-2016). Task: Predict the reactants needed to synthesize the given product. Given the product [CH3:23][C@H:24]1[CH2:29][O:28][CH2:27][CH2:26][N:25]1[C:18]([C:12]1[S:13][C:14]2[CH2:15][CH2:16][O:17][C:8]3[CH:7]=[C:6]([C:4]4[CH:5]=[N:1][NH:2][CH:3]=4)[CH:22]=[CH:21][C:9]=3[C:10]=2[N:11]=1)=[O:19], predict the reactants needed to synthesize it. The reactants are: [NH:1]1[CH:5]=[C:4]([C:6]2[CH:22]=[CH:21][C:9]3[C:10]4[N:11]=[C:12]([C:18](O)=[O:19])[S:13][C:14]=4[CH2:15][CH2:16][O:17][C:8]=3[CH:7]=2)[CH:3]=[N:2]1.[CH3:23][C@H:24]1[CH2:29][O:28][CH2:27][CH2:26][NH:25]1.